This data is from Catalyst prediction with 721,799 reactions and 888 catalyst types from USPTO. The task is: Predict which catalyst facilitates the given reaction. The catalyst class is: 3. Product: [CH:1]1([C:4]2[C:9]([C:10]([N:78]3[CH2:77][CH2:76][CH:75]([N:74]4[C@H:70]([CH2:69][OH:68])[CH2:71][C@@H:72]([NH:81][C:82](=[O:84])[CH3:83])[CH2:73]4)[CH2:80][CH2:79]3)=[O:11])=[C:8]([CH3:23])[N:7]=[C:6]([C:24]3[CH:29]=[CH:28][CH:27]=[C:26]([O:30][C:31]([F:33])([F:34])[F:32])[CH:25]=3)[N:5]=2)[CH2:3][CH2:2]1. Reactant: [CH:1]1([C:4]2[C:9]([C:10](N3CCC(N4CCCC4)CC3)=[O:11])=[C:8]([CH3:23])[N:7]=[C:6]([C:24]3[CH:29]=[CH:28][CH:27]=[C:26]([O:30][C:31]([F:34])([F:33])[F:32])[CH:25]=3)[N:5]=2)[CH2:3][CH2:2]1.CN(C(ON1N=NC2C=CC=NC1=2)=[N+](C)C)C.F[P-](F)(F)(F)(F)F.C(N(CC)CC)C.Cl.Cl.[OH:68][CH2:69][C@H:70]1[N:74]([CH:75]2[CH2:80][CH2:79][NH:78][CH2:77][CH2:76]2)[CH2:73][C@H:72]([NH:81][C:82](=[O:84])[CH3:83])[CH2:71]1.